From a dataset of HIV replication inhibition screening data with 41,000+ compounds from the AIDS Antiviral Screen. Binary Classification. Given a drug SMILES string, predict its activity (active/inactive) in a high-throughput screening assay against a specified biological target. The molecule is COc1ccc(-c2cc(=O)c3c(O)cccc3o2)cc1. The result is 0 (inactive).